Dataset: Catalyst prediction with 721,799 reactions and 888 catalyst types from USPTO. Task: Predict which catalyst facilitates the given reaction. (1) Reactant: [Br:1]N1C(=O)CCC1=O.C([O:11][C:12]([C:14]1[CH:19]=[CH:18][C:17]([F:20])=[CH:16][N:15]=1)=[CH2:13])C. Product: [Br:1][CH2:11][C:12]([C:14]1[CH:19]=[CH:18][C:17]([F:20])=[CH:16][N:15]=1)=[O:13]. The catalyst class is: 249. (2) Reactant: [CH:1]1([C:11]([OH:13])=O)[C:10]2[C:5](=[CH:6][CH:7]=[CH:8][CH:9]=2)[CH2:4][CH2:3][CH2:2]1.CN(C(ON1N=NC2C=CC=NC1=2)=[N+](C)C)C.F[P-](F)(F)(F)(F)F.CCN(C(C)C)C(C)C.Cl.[CH2:48]([O:55][C:56](=[O:75])[NH:57][CH2:58][CH2:59][CH2:60][CH2:61][C@H:62]([NH2:74])[C:63]([C:65]1[S:66][C:67]2[CH:73]=[CH:72][CH:71]=[CH:70][C:68]=2[N:69]=1)=[O:64])[C:49]1[CH:54]=[CH:53][CH:52]=[CH:51][CH:50]=1. Product: [CH2:48]([O:55][C:56](=[O:75])[NH:57][CH2:58][CH2:59][CH2:60][CH2:61][C@H:62]([NH:74][C:11]([CH:1]1[C:10]2[C:5](=[CH:6][CH:7]=[CH:8][CH:9]=2)[CH2:4][CH2:3][CH2:2]1)=[O:13])[C:63]([C:65]1[S:66][C:67]2[CH:73]=[CH:72][CH:71]=[CH:70][C:68]=2[N:69]=1)=[O:64])[C:49]1[CH:54]=[CH:53][CH:52]=[CH:51][CH:50]=1. The catalyst class is: 20. (3) The catalyst class is: 214. Reactant: [Cl:1][C:2]1[CH:28]=[C:27]([Cl:29])[CH:26]=[CH:25][C:3]=1[CH2:4][O:5][C:6]1[C:11]([CH3:12])=[C:10]([O:13][CH2:14][CH2:15][O:16][CH3:17])[CH:9]=[CH:8][C:7]=1/[CH:18]=[CH:19]/[C:20]([O:22]CC)=[O:21].[OH-].[Na+].Cl. Product: [Cl:1][C:2]1[CH:28]=[C:27]([Cl:29])[CH:26]=[CH:25][C:3]=1[CH2:4][O:5][C:6]1[C:11]([CH3:12])=[C:10]([O:13][CH2:14][CH2:15][O:16][CH3:17])[CH:9]=[CH:8][C:7]=1/[CH:18]=[CH:19]/[C:20]([OH:22])=[O:21]. (4) Reactant: [Br:1][C:2]1[CH:10]=[C:9]2[C:5]([CH:6]=[CH:7][NH:8]2)=[CH:4][N:3]=1.[H-].[Na+].Br[CH:14]([CH2:16][CH3:17])[CH3:15]. Product: [Br:1][C:2]1[N:3]=[CH:4][C:5]2[CH:6]=[CH:7][N:8]([CH:14]([CH2:16][CH3:17])[CH3:15])[C:9]=2[CH:10]=1. The catalyst class is: 9.